From a dataset of Forward reaction prediction with 1.9M reactions from USPTO patents (1976-2016). Predict the product of the given reaction. Given the reactants C([N:8]1[CH2:16][C:15]2[C:10](=[CH:11][CH:12]=[CH:13][C:14]=2[O:17][CH3:18])[CH2:9]1)C1C=CC=CC=1, predict the reaction product. The product is: [CH3:18][O:17][C:14]1[CH:13]=[CH:12][CH:11]=[C:10]2[C:15]=1[CH2:16][NH:8][CH2:9]2.